This data is from Retrosynthesis with 50K atom-mapped reactions and 10 reaction types from USPTO. The task is: Predict the reactants needed to synthesize the given product. Given the product COC(=O)[C@H](Cc1ccccc1)NC(=O)CNC(=O)OCc1ccccc1, predict the reactants needed to synthesize it. The reactants are: COC(=O)[C@@H](N)Cc1ccccc1.O=C(O)CNC(=O)OCc1ccccc1.